Dataset: Full USPTO retrosynthesis dataset with 1.9M reactions from patents (1976-2016). Task: Predict the reactants needed to synthesize the given product. (1) Given the product [C:24]([C:4]1[CH:3]=[C:2]([C:28]([O:30][CH2:31][C:32]([Cl:35])([Cl:34])[Cl:33])=[O:29])[N:6]([C:7]2[CH:8]=[C:9]3[C:14](=[CH:15][CH:16]=2)[CH2:13][N:12]([C:17]([O:19][C:20]([CH3:23])([CH3:21])[CH3:22])=[O:18])[CH2:11][CH2:10]3)[N:5]=1)([CH3:26])([CH3:27])[CH3:25], predict the reactants needed to synthesize it. The reactants are: N[C:2]1[N:6]([C:7]2[CH:8]=[C:9]3[C:14](=[CH:15][CH:16]=2)[CH2:13][N:12]([C:17]([O:19][C:20]([CH3:23])([CH3:22])[CH3:21])=[O:18])[CH2:11][CH2:10]3)[N:5]=[C:4]([C:24]([CH3:27])([CH3:26])[CH3:25])[CH:3]=1.[C:28](Cl)([O:30][CH2:31][C:32]([Cl:35])([Cl:34])[Cl:33])=[O:29].C([O-])(O)=O.[Na+]. (2) Given the product [Cl:16][C:17]1[CH:18]=[CH:19][C:20]([CH2:21][CH2:22][NH:23][C:24]([C:25]2[CH:26]=[CH:27][C:28]([O:1][C:2]3[CH:11]=[C:10]4[C:5]([CH:6]([C:12]([OH:14])=[O:13])[CH2:7][CH2:8][O:9]4)=[CH:4][CH:3]=3)=[CH:29][CH:30]=2)=[O:32])=[CH:33][CH:34]=1, predict the reactants needed to synthesize it. The reactants are: [OH:1][C:2]1[CH:11]=[C:10]2[C:5]([CH:6]([C:12]([O:14]C)=[O:13])[CH2:7][CH2:8][O:9]2)=[CH:4][CH:3]=1.[Cl:16][C:17]1[CH:34]=[CH:33][C:20]([CH2:21][CH2:22][NH:23][C:24](=[O:32])[C:25]2[CH:30]=[CH:29][C:28](I)=[CH:27][CH:26]=2)=[CH:19][CH:18]=1.CC(C)(C(=O)CC(=O)C(C)(C)C)C.C([O-])([O-])=O.[Cs+].[Cs+]. (3) Given the product [C:26]([O-:28])(=[O:27])[CH3:25].[NH4+:11].[F:55][CH:22]([F:21])[O:23][C:24]1[N:32]=[C:31]([CH3:33])[C:30]([C:34]2[CH:39]=[CH:38][N:37]3[N:40]=[C:41]([C:47]4[CH:52]=[CH:51][C:50]([F:53])=[CH:49][CH:48]=4)[C:42]([C:43]([NH:44][CH3:45])=[O:46])=[C:36]3[C:35]=2[F:54])=[CH:29][C:25]=1[C:26](=[O:27])[NH:11][C:8]1([C:2]2[CH:7]=[CH:6][CH:5]=[CH:4][CH:3]=2)[CH2:10][CH2:9]1, predict the reactants needed to synthesize it. The reactants are: Cl.[C:2]1([C:8]2([NH2:11])[CH2:10][CH2:9]2)[CH:7]=[CH:6][CH:5]=[CH:4][CH:3]=1.C(N(C(C)C)CC)(C)C.[F:21][CH:22]([F:55])[O:23][C:24]1[N:32]=[C:31]([CH3:33])[C:30]([C:34]2[CH:39]=[CH:38][N:37]3[N:40]=[C:41]([C:47]4[CH:52]=[CH:51][C:50]([F:53])=[CH:49][CH:48]=4)[C:42]([C:43](=[O:46])[NH:44][CH3:45])=[C:36]3[C:35]=2[F:54])=[CH:29][C:25]=1[C:26]([OH:28])=[O:27].CN(C(ON1N=NC2C=CC=NC1=2)=[N+](C)C)C.F[P-](F)(F)(F)(F)F.